From a dataset of Catalyst prediction with 721,799 reactions and 888 catalyst types from USPTO. Predict which catalyst facilitates the given reaction. (1) Reactant: Cl[C:2]([O:4][CH3:5])=[O:3].[Cl:6][C:7]1[CH:12]=[CH:11][C:10]([NH:13][C:14](=[O:24])[C:15]2C=[CH:19][C:18]([O:21][CH3:22])=[CH:17][C:16]=2O)=[C:9]([F:25])[CH:8]=1.Cl. The catalyst class is: 17. Product: [Cl:6][C:7]1[CH:12]=[CH:11][C:10]([N:13]2[C:14](=[O:24])[C:15]3[CH:16]=[CH:17][C:18]([O:21][CH3:22])=[CH:19][C:5]=3[O:4][C:2]2=[O:3])=[C:9]([F:25])[CH:8]=1. (2) Reactant: CC(O)=O.[NH2:5][CH:6]([C:10]1[N:22]([CH2:23][C:24]2[CH:29]=[CH:28][CH:27]=[CH:26][CH:25]=2)[C:21](=[O:30])[C:20]2[S:19][C:18]3[N:17]=[CH:16][CH:15]=[CH:14][C:13]=3[C:12]=2[N:11]=1)[CH:7]([CH3:9])[CH3:8].O=[CH:32][CH2:33][CH2:34][NH:35][C:36](=[O:42])[O:37][C:38]([CH3:41])([CH3:40])[CH3:39].[BH4-].[Na+]. Product: [C:38]([O:37][C:36](=[O:42])[NH:35][CH2:34][CH2:33][CH2:32][NH:5][CH:6]([C:10]1[N:22]([CH2:23][C:24]2[CH:29]=[CH:28][CH:27]=[CH:26][CH:25]=2)[C:21](=[O:30])[C:20]2[S:19][C:18]3[N:17]=[CH:16][CH:15]=[CH:14][C:13]=3[C:12]=2[N:11]=1)[CH:7]([CH3:8])[CH3:9])([CH3:41])([CH3:40])[CH3:39]. The catalyst class is: 5. (3) Product: [CH3:1][O:2][C:3]1[CH:22]=[C:21]([CH:20]=[CH:19][C:4]=1[O:5][CH2:6][C:7]([CH3:18])([O:9][CH2:10][O:11][CH2:12][CH2:13][Si:14]([CH3:16])([CH3:15])[CH3:17])[CH3:8])[NH2:23]. The catalyst class is: 45. Reactant: [CH3:1][O:2][C:3]1[CH:22]=[C:21]([N+:23]([O-])=O)[CH:20]=[CH:19][C:4]=1[O:5][CH2:6][C:7]([CH3:18])([O:9][CH2:10][O:11][CH2:12][CH2:13][Si:14]([CH3:17])([CH3:16])[CH3:15])[CH3:8].